Binary Classification. Given a miRNA mature sequence and a target amino acid sequence, predict their likelihood of interaction. From a dataset of Experimentally validated miRNA-target interactions with 360,000+ pairs, plus equal number of negative samples. (1) The miRNA is cel-miR-75-3p with sequence UUAAAGCUACCAACCGGCUUCA. The protein sequence of the target gene is MSFFNFRKIFKLGSEKKKKQYEHVKRDLNPEEFWEIIGELGDGAFGKVYKAQNKETNVLAAAKVIDTKSEEELEDYMVEIDILASCDHPNIVKLLDAFYYENNLWILIEFCAGGAVDAVMLELERPLTESQIQVVCKQTLEALNYLHDNKIIHRDLKAGNILFTLDGDIKLADFGVSAKNTRTIQRRDSFIGTPYWMAPEVVMCETSKDRPYDYKADVWSLGITLIEMAEIEPPHHELNPMRVLLKIAKSEPPTLAQPSKWSSNFKDFLRKCLEKNVDARWTTSQLLQHPFVTVDSNKPV.... Result: 0 (no interaction). (2) The miRNA is hsa-miR-128-1-5p with sequence CGGGGCCGUAGCACUGUCUGAGA. The protein sequence of the target gene is MVKETTYYDVLGVKPNATQEELKKAYRKLALKYHPDKNPNEGEKFKQISQAYEVLADSKKRELYDKGGEQAIKEGGAGGGFGSPMDIFDMFFGGGGRMQRERRGKNVVHQLSVTLEDLYNGATRKLALQKNVICDKCEGRGGKKGAVECCPNCRGTGMQIRIHQIGPGMVQQIQSVCMECQGHGERISPKDRCKSCNGRKIVREKKILEVHIDKGMKDGQKITFHGEGDQEPGLEPGDIIIVLDQKDHAVFTRRGEDLFMCMDIQLVEALCGFQKPISTLDNRTIVITSHPGQIVKHGDI.... Result: 0 (no interaction). (3) The miRNA is hsa-miR-6826-5p with sequence UCAAUAGGAAAGAGGUGGGACCU. The protein sequence of the target gene is MAAAGSRKRRLAELTVDEFLASGFDSESESESENSPQAETREAREAARSPDKPGGSPSASRRKGRASEHKDQLSRLKDRDPEFYKFLQENDQSLLNFSDSDSSEEEEGPFHSLPDVLEEASEEEDGAEEGEDGDRVPRGLKGKKNSVPVTVAMVERWKQAAKQRLTPKLFHEVVQAFRAAVATTRGDQESAEANKFQVTDSAAFNALVTFCIRDLIGCLQKLLFGKVAKDSSRMLQPSSSPLWGKLRVDIKAYLGSAIQLVSCLSETTVLAAVLRHISVLVPCFLTFPKQCRMLLKRMVI.... Result: 0 (no interaction). (4) The miRNA is cel-miR-392-3p with sequence UAUCAUCGAUCACGUGUGAUGA. The protein sequence of the target gene is MGCVQCKDKEAAKLTEERDGSLNQSSGYRYGTDPTPQHYPSFGVTSIPNYNNFHAAGGQGLTVFGGVNSSSHTGTLRTRGGTGVTLFVALYDYEARTEDDLSFHKGEKFQILNSSEGDWWEARSLTTGETGYIPSNYVAPVDSIQAEEWYFGKLGRKDAERQLLSFGNPRGTFLIRESETTKGAYSLSIRDWDDMKGDHVKHYKIRKLDNGGYYITTRAQFETLQQLVQHYSERAAGLCCRLVVPCHKGMPRLTDLSVKTKDVWEIPRESLQLIKRLGNGQFGEVWMGTWNGNTKVAIKT.... Result: 0 (no interaction). (5) The protein sequence of the target gene is MAEAEAAQLKEEGNRHFQLQDYKAATKSYSQALKLTKDKALLATLYRNRAACGLKMESYAQAASDASRAIDINSADIKALYRRCQALEHLGKLDQAFKDVQRCATLEPRNQNFQETLRRLNTSIQEQLRVQFSTDSRVQTMFEILLNENSEADKREKAANNLIVLGREEAGAERIFQSNGVALLLQLMNTQRPELLLAAVRTLSGMCSGHRARATAILHAVRIDRICSLMALENEEMSLAVCNLLQAIIDSLSGEDKREHRGKEEALVLDTKKDLKQITSHLLDMLVSKKVSGQGRDQAL.... The miRNA is hsa-miR-1247-3p with sequence CCCCGGGAACGUCGAGACUGGAGC. Result: 0 (no interaction). (6) Result: 0 (no interaction). The miRNA is hsa-miR-1271-5p with sequence CUUGGCACCUAGCAAGCACUCA. The protein sequence of the target gene is MPPKTKGRGRKAEARKKKKNSSPGVEAEAKHRLVLLEKELLQDRLALQREEARRAKASEDRLKQRLQGLEAELERTQSEGKAIYAEMSRQRQALKEELGTRSKQLEEEVRSLKEQLETCQREAKTAKEEAERALRKQDGTLAQLHAHVADMEAKYEEILHDNLDCLLAKLRVVKPHWDANVLRLHTRLKEQLRQFGLNPLDL. (7) The miRNA is hsa-miR-26b-5p with sequence UUCAAGUAAUUCAGGAUAGGU. The protein sequence of the target gene is MATALSEEELDNEDYYSLLNVRREASSEELKAAYRRLCMLYHPDKHRDPELKSQAERLFNLVHQAYEVLSDPQTRAIYDIYGKRGLEMEGWEVVERRRTPAEIREEFERLQREREERRLQQRTNPKGTISVGVDATDLFDRYDEEYEDVSGSSFPQIEINKMHISQSIEAPLTATDTAILSGSLSTQNGNGGGSINFALRRVTSAKGWGELEFGAGDLQGPLFGLKLFRNLTPRCFVTTNCALQFSSRGIRPGLTTVLARNLDKNTVGYLQWRWGIQSAMNTSIVRDTKTSHFTVALQLG.... Result: 1 (interaction). (8) The miRNA is mmu-miR-149-5p with sequence UCUGGCUCCGUGUCUUCACUCCC. The protein sequence of the target gene is MAGARPPPGLLPLLAPLLLPLLLPAGCWALEETLMDTKWVTSELAWTSHPESGWEEVSGYDEAMNPIRTYQVCNVRESSQNNWLRTGFIWRREVQRVYVELKFTVRDCNSIPNIPGSCKETFNLFYYEADSDVASASSPFWMENPYVKVDTIAPDESFSRLDAGRVNTKVRSFGPLSKAGFYLAFQDQGACMSLISVRAFYKKCASTTAGFALFPETLTGAEPTSLVIAPGTCIANAVEVSVPLKLYCNGDGEWMVPVGACTCATGHEPAAKESQCRACPPGSYKAKQGEGPCLPCPPNS.... Result: 1 (interaction). (9) The miRNA is mmu-miR-5121 with sequence AGCUUGUGAUGAGACAUCUCC. The protein sequence of the target gene is MPAKTPIYLKAANNKKGKKFKLRDILSPDMISPPLGDFRHTIHIGKEGQHDVFGDISFLQGNYELLPGNQEKAHSGQFPGHNDFFRANSTSDSMFTETPSPVLKNAISLPTIGGSQALMLPLLSPVTFHSKQESFGRPKLPRLSCEPVMEEKVQEQSSLLENGAVHQGDTSWGSSGSGSQSSQGRDSHSSSLSEQSSDWPADDMFEHPASCELVKSKTKSEESFSDLTGSLLSLQLDLGPSLLDEVLNVMDKNK. Result: 1 (interaction). (10) The miRNA is hsa-miR-15b-5p with sequence UAGCAGCACAUCAUGGUUUACA. The protein sequence of the target gene is MWTALVLIWIFSLSLSESHAASNDPRNFVPNKMWKGLVKRNASVETVDNKTSEDVTMAAASPVTLTKGTSAAHLNSMEVTTEDTSRTDVSEPATSGGAADGVTSIAPTAVASSTTAASITTAASSMTVASSAPTTAASSTTVASIAPTTAASSMTAASSTPMTLALPAPTSTSTGRTPSTTATGHPSLSTALAQVPKSSALPRTATLATLATRAQTVATTANTSSPMSTRPSPSKHMPSDTAASPVPPMRPQAQGPISQVSVDQPVVNTTNKSTPMPSNTTPEPAPTPTVVTTTKAQARE.... Result: 1 (interaction).